Dataset: Forward reaction prediction with 1.9M reactions from USPTO patents (1976-2016). Task: Predict the product of the given reaction. (1) Given the reactants [Br:1][C:2]1[CH:8]=[CH:7][C:5]([NH2:6])=[C:4]([CH2:9][CH:10]([O:13][CH3:14])[O:11][CH3:12])[CH:3]=1.[CH3:15][N:16]1[CH:21]2[CH2:22][CH2:23][CH:17]1[CH2:18][C:19](=O)[CH2:20]2.S([O-])([O-])(=O)=O.[Na+].[Na+].C(O[BH-](OC(=O)C)OC(=O)C)(=O)C.[Na+], predict the reaction product. The product is: [Br:1][C:2]1[CH:8]=[CH:7][C:5]([NH:6][CH:19]2[CH2:20][CH:21]3[N:16]([CH3:15])[CH:17]([CH2:23][CH2:22]3)[CH2:18]2)=[C:4]([CH2:9][CH:10]([O:13][CH3:14])[O:11][CH3:12])[CH:3]=1. (2) Given the reactants [C:1]([O:4][C@H:5]([C:34]1[CH:39]=[CH:38][C:37]([F:40])=[CH:36][CH:35]=1)[CH2:6][CH2:7][C@H:8]1[C:11](=[O:12])[N:10]([C:13]2[CH:18]=[CH:17][C:16]([O:19][S:20]([C:23]([F:26])([F:25])[F:24])(=[O:22])=[O:21])=[CH:15][CH:14]=2)[C@@H:9]1[C:27]1[CH:32]=[CH:31][C:30](I)=[CH:29][CH:28]=1)(=[O:3])[CH3:2].C([O:44][C:45]1([C:53]#[CH:54])C[O:49][C:48](C)([CH3:51])[O:47][CH2:46]1)(=O)C.C(N([CH2:60][CH3:61])CC)C.[OH2:62].CN([CH:66]=[O:67])C, predict the reaction product. The product is: [C:1]([O:4][C@H:5]([C:34]1[CH:39]=[CH:38][C:37]([F:40])=[CH:36][CH:35]=1)[CH2:6][CH2:7][C@H:8]1[C:11](=[O:12])[N:10]([C:13]2[CH:18]=[CH:17][C:16]([O:19][S:20]([C:23]([F:26])([F:25])[F:24])(=[O:22])=[O:21])=[CH:15][CH:14]=2)[C@@H:9]1[C:27]1[CH:32]=[CH:31][C:30]([C:54]#[C:53][C:45]([CH2:66][O:67][C:60](=[O:62])[CH3:61])([OH:44])[CH2:46][O:47][C:48](=[O:49])[CH3:51])=[CH:29][CH:28]=1)(=[O:3])[CH3:2]. (3) Given the reactants [CH3:1][C:2]1[CH:3]=[CH:4][C:5]([S:9][C:10]2[CH:11]=[CH:12][CH:13]=[CH:14][C:15]=2[N:16]2[CH2:21][CH2:20][NH:19][CH2:18][CH2:17]2)=[C:6]([CH3:8])[CH:7]=1.[C:22]1([S:36]([OH:39])(=[O:38])=[O:37])[C:31]2[CH:30]=[CH:29][CH:28]=[C:27]([S:32]([OH:35])(=[O:34])=[O:33])[C:26]=2[CH:25]=[CH:24][CH:23]=1, predict the reaction product. The product is: [CH3:1][C:2]1[CH:3]=[CH:4][C:5]([S:9][C:10]2[CH:11]=[CH:12][CH:13]=[CH:14][C:15]=2[N:16]2[CH2:17][CH2:18][NH:19][CH2:20][CH2:21]2)=[C:6]([CH3:8])[CH:7]=1.[C:22]1([S:36]([O-:39])(=[O:38])=[O:37])[C:31]2[CH:30]=[CH:29][CH:28]=[C:27]([S:32]([O-:35])(=[O:34])=[O:33])[C:26]=2[CH:25]=[CH:24][CH:23]=1. (4) Given the reactants [NH2:1][C:2]1[CH:3]=[C:4]([CH:18]=[CH:19][C:20]=1[NH2:21])[C:5]([NH:7][C:8]1[CH:17]=[CH:16][C:15]2[C:10](=[CH:11][CH:12]=[CH:13][CH:14]=2)[N:9]=1)=[O:6].[CH2:22]([O:24][P:25]([CH2:30][O:31][C:32]1[CH:37]=[C:36]([Cl:38])[C:35]([CH:39]=O)=[C:34]([Cl:41])[CH:33]=1)(=[O:29])[O:26][CH2:27][CH3:28])[CH3:23], predict the reaction product. The product is: [CH2:22]([O:24][P:25]([CH2:30][O:31][C:32]1[CH:37]=[C:36]([Cl:38])[C:35]([C:39]2[NH:1][C:2]3[CH:3]=[C:4]([C:5](=[O:6])[NH:7][C:8]4[CH:17]=[CH:16][C:15]5[C:10](=[CH:11][CH:12]=[CH:13][CH:14]=5)[N:9]=4)[CH:18]=[CH:19][C:20]=3[N:21]=2)=[C:34]([Cl:41])[CH:33]=1)(=[O:29])[O:26][CH2:27][CH3:28])[CH3:23].